This data is from Catalyst prediction with 721,799 reactions and 888 catalyst types from USPTO. The task is: Predict which catalyst facilitates the given reaction. (1) Reactant: I[C:2]1[CH:3]=[CH:4][C:5]([NH2:8])=[N:6][CH:7]=1.[O:9]1[CH2:14][CH:13]=[C:12](B2OC(C)(C)C(C)(C)O2)[CH2:11][CH2:10]1.C(=O)([O-])[O-].[Na+].[Na+]. Product: [O:9]1[CH2:10][CH:11]=[C:12]([C:2]2[CH:3]=[CH:4][C:5]([NH2:8])=[N:6][CH:7]=2)[CH2:13][CH2:14]1. The catalyst class is: 128. (2) Reactant: [CH:1]([NH:3][C:4]1[CH:15]=[CH:14][C:13]([O:16][C:17]2[CH:22]=[CH:21][CH:20]=[CH:19][CH:18]=2)=[CH:12][C:5]=1[C:6]([NH:8][CH:9]([CH3:11])[CH3:10])=[O:7])=O.S(C)C. Product: [CH:9]([NH:8][C:6](=[O:7])[C:5]1[CH:12]=[C:13]([O:16][C:17]2[CH:22]=[CH:21][CH:20]=[CH:19][CH:18]=2)[CH:14]=[CH:15][C:4]=1[NH:3][CH3:1])([CH3:11])[CH3:10]. The catalyst class is: 1. (3) Reactant: CS(C)=O.[OH:5][CH:6]1[CH2:28][CH2:27][C:9]2([C:13](=[O:14])[N:12]([C:15]3[CH:16]=[N:17][C:18]([O:21][CH2:22][C:23]([F:26])([F:25])[F:24])=[CH:19][CH:20]=3)[CH2:11][CH2:10]2)[CH2:8][CH2:7]1.C(Cl)(=O)C(Cl)=O.Cl. Product: [F:26][C:23]([F:24])([F:25])[CH2:22][O:21][C:18]1[N:17]=[CH:16][C:15]([N:12]2[CH2:11][CH2:10][C:9]3([CH2:8][CH2:7][C:6](=[O:5])[CH2:28][CH2:27]3)[C:13]2=[O:14])=[CH:20][CH:19]=1. The catalyst class is: 236. (4) Reactant: C1(P(C2C=CC=CC=2)C2C=CC=CC=2)C=CC=CC=1.[CH2:20]([Sn:24]([CH2:33][CH2:34][CH2:35][CH3:36])([CH2:29][CH2:30][CH2:31][CH3:32])/[CH:25]=[CH:26]\[CH2:27]O)[CH2:21][CH2:22][CH3:23].C(Br)(Br)(Br)[Br:38]. Product: [Br:38][CH2:27]/[CH:26]=[CH:25]\[Sn:24]([CH2:33][CH2:34][CH2:35][CH3:36])([CH2:29][CH2:30][CH2:31][CH3:32])[CH2:20][CH2:21][CH2:22][CH3:23]. The catalyst class is: 2. (5) Reactant: [N+:1]([C:4]1[CH:10]=[CH:9][C:7]([NH2:8])=[CH:6][CH:5]=1)([O-:3])=[O:2].[H-].[Na+].Cl.[CH3:14][N:15]([CH3:19])[CH2:16][CH2:17]Cl. Product: [CH3:14][N:15]([CH3:19])[CH2:16][CH2:17][NH:8][C:7]1[CH:9]=[CH:10][C:4]([N+:1]([O-:3])=[O:2])=[CH:5][CH:6]=1. The catalyst class is: 3. (6) Reactant: [N:1]1[CH:6]=[CH:5][CH:4]=[C:3]([N:7]2[CH:11]=[C:10]([C:12]3[N:17]=[C:16]([C:18]#[N:19])[CH:15]=[CH:14][CH:13]=3)[CH:9]=[N:8]2)[CH:2]=1.C[O-].[Na+].[Cl-].[NH4+:24]. Product: [N:1]1[CH:6]=[CH:5][CH:4]=[C:3]([N:7]2[CH:11]=[C:10]([C:12]3[N:17]=[C:16]([C:18]([NH2:24])=[NH:19])[CH:15]=[CH:14][CH:13]=3)[CH:9]=[N:8]2)[CH:2]=1. The catalyst class is: 5. (7) Reactant: [Cl:1][C:2]1[S:6][C:5]([C:7]([NH:9][CH2:10][C:11]2[N:12]=[CH:13][N:14]([C:16]3[CH:21]=[CH:20][C:19](I)=[CH:18][CH:17]=3)[CH:15]=2)=[O:8])=[CH:4][CH:3]=1.[F:23][C:24]1[C:25]([NH2:31])=[N:26][C:27](=[O:30])[NH:28][CH:29]=1.OC1C=CC=C2C=1N=CC=C2.C([O-])([O-])=O.[K+].[K+]. Product: [NH2:31][C:25]1[C:24]([F:23])=[CH:29][N:28]([C:19]2[CH:20]=[CH:21][C:16]([N:14]3[CH:15]=[C:11]([CH2:10][NH:9][C:7]([C:5]4[S:6][C:2]([Cl:1])=[CH:3][CH:4]=4)=[O:8])[N:12]=[CH:13]3)=[CH:17][CH:18]=2)[C:27](=[O:30])[N:26]=1. The catalyst class is: 156.